Dataset: Forward reaction prediction with 1.9M reactions from USPTO patents (1976-2016). Task: Predict the product of the given reaction. Given the reactants Br[C:2]1[CH:7]=[CH:6][C:5]([OH:8])=[C:4]([C:9]([CH3:12])([CH3:11])[CH3:10])[CH:3]=1.[B:13]1([B:13]2[O:17][C:16]([CH3:19])([CH3:18])[C:15]([CH3:21])([CH3:20])[O:14]2)[O:17][C:16]([CH3:19])([CH3:18])[C:15]([CH3:21])([CH3:20])[O:14]1.CC([O-])=O.[K+], predict the reaction product. The product is: [C:9]([C:4]1[CH:3]=[C:2]([B:13]2[O:17][C:16]([CH3:19])([CH3:18])[C:15]([CH3:21])([CH3:20])[O:14]2)[CH:7]=[CH:6][C:5]=1[OH:8])([CH3:12])([CH3:11])[CH3:10].